From a dataset of Experimentally validated miRNA-target interactions with 360,000+ pairs, plus equal number of negative samples. Binary Classification. Given a miRNA mature sequence and a target amino acid sequence, predict their likelihood of interaction. (1) The miRNA is mmu-miR-335-3p with sequence UUUUUCAUUAUUGCUCCUGACC. The protein sequence of the target gene is MASQTQGIQQLLQAEKRAAEKVADARKRKARRLKQAKEEAQMEVEQYRREREQEFQSKQQAAMGSQGNLSAEVEQATRRQVQGMQSSQQRNRERVLAQLLGMVCEVRPQVHPNYRVTV. Result: 0 (no interaction). (2) The miRNA is hsa-miR-6774-3p with sequence UCGUGUCCCUCUUGUCCACAG. The protein sequence of the target gene is MPRGFTWLRYLGIFLGVALGNEPLEMWPLTQNEECTVTGFLRDKLQYRSRLQYMKHYFPINYKISVPYEGVFRIANVTRLQRAQVSERELRYLWVLVSLSATESVQDVLLEGHPSWKYLQEVETLLLNVQQGLTDVEVSPKVESVLSLLNAPGPNLKLVRPKALLDNCFRVMELLYCSCCKQSSVLNWQDCEVPSPQSCSPEPSLQYAATQLYPPPPWSPSSPPHSTGSVRPVRAQGEGLLP. Result: 0 (no interaction). (3) The protein sequence of the target gene is MIDSVKLRRDSAADFFSHYEYLCALQNSVPLPAVRACLREGVLDFNADRLRGVDWAPLLSTLKINKDLPLVSIKSFFQPWLGDTGSDMNKFCRSRVPAIRYKDVTFQLCKALKGCLSISSVLKNLELNGLILRERDLTILAKGLNKSASLVHLSLANCPIGDGGLEIICQGIKSSITLKTVNFTGCNLTWQGADHMAKILKYQTMRRHEETWAESLRYRRPDLDCMAGLRRITLNCNTLIGDLGACAFADSLSEDLWLRALDLQQCGLTNEGAKALLEALETNTTLVVLDIRKNPLIDHS.... The miRNA is hsa-miR-4701-5p with sequence UUGGCCACCACACCUACCCCUU. Result: 1 (interaction).